From a dataset of Forward reaction prediction with 1.9M reactions from USPTO patents (1976-2016). Predict the product of the given reaction. (1) The product is: [O:1]=[CH:2][CH2:3][CH2:4][CH2:5][NH:6][C:7]([N:9]1[CH2:10][CH:11]=[C:12]([C:15]2[CH:20]=[CH:19][CH:18]=[CH:17][CH:16]=2)[CH2:13][CH2:14]1)=[O:8]. Given the reactants [OH:1][CH2:2][CH2:3][CH2:4][CH2:5][NH:6][C:7]([N:9]1[CH2:14][CH:13]=[C:12]([C:15]2[CH:20]=[CH:19][CH:18]=[CH:17][CH:16]=2)[CH2:11][CH2:10]1)=[O:8].O=CCCCNC(=O)C1C=CC=CC=1, predict the reaction product. (2) Given the reactants [Cl:1][CH2:2][CH2:3][C:4](Cl)=[O:5].[NH2:7][C:8]1[CH:9]=[C:10]([OH:14])[CH:11]=[CH:12][CH:13]=1.C(=O)(O)[O-].[Na+].Cl, predict the reaction product. The product is: [Cl:1][CH2:2][CH2:3][C:4]([NH:7][C:8]1[CH:13]=[CH:12][CH:11]=[C:10]([OH:14])[CH:9]=1)=[O:5]. (3) Given the reactants C(Cl)(=O)C(Cl)=O.[CH3:7][C:8]1[C:16]([CH3:17])=[CH:15][CH:14]=[CH:13][C:9]=1[C:10]([OH:12])=O.[NH2:18][C:19]1[CH:31]=[C:30](/[CH:32]=[CH:33]/[C:34]2[CH:39]=[CH:38][CH:37]=[C:36]([O:40][CH3:41])[CH:35]=2)[CH:29]=[CH:28][C:20]=1[C:21]([O:23][C:24]([CH3:27])([CH3:26])[CH3:25])=[O:22].C(=O)([O-])O.[Na+], predict the reaction product. The product is: [CH3:7][C:8]1[C:16]([CH3:17])=[CH:15][CH:14]=[CH:13][C:9]=1[C:10]([NH:18][C:19]1[CH:31]=[C:30](/[CH:32]=[CH:33]/[C:34]2[CH:39]=[CH:38][CH:37]=[C:36]([O:40][CH3:41])[CH:35]=2)[CH:29]=[CH:28][C:20]=1[C:21]([O:23][C:24]([CH3:27])([CH3:26])[CH3:25])=[O:22])=[O:12]. (4) The product is: [C:1]([O:5][C:6]([N:8]([CH2:35][C@H:36]([OH:43])[C:37]1[CH:38]=[N:39][CH:40]=[CH:41][CH:42]=1)[CH2:9][CH2:10][C:11]1[CH:16]=[CH:15][C:14]([C:17]2[CH:22]=[CH:21][C:20]([C:23]([OH:25])=[O:24])=[C:19]([O:27][CH:28]3[CH2:29][CH2:30][CH2:31][CH2:32][CH2:33][CH2:34]3)[CH:18]=2)=[CH:13][CH:12]=1)=[O:7])([CH3:4])([CH3:2])[CH3:3]. Given the reactants [C:1]([O:5][C:6]([N:8]([CH2:35][C@H:36]([OH:43])[C:37]1[CH:38]=[N:39][CH:40]=[CH:41][CH:42]=1)[CH2:9][CH2:10][C:11]1[CH:16]=[CH:15][C:14]([C:17]2[CH:22]=[CH:21][C:20]([C:23]([O:25]C)=[O:24])=[C:19]([O:27][CH:28]3[CH2:34][CH2:33][CH2:32][CH2:31][CH2:30][CH2:29]3)[CH:18]=2)=[CH:13][CH:12]=1)=[O:7])([CH3:4])([CH3:3])[CH3:2].[OH-].[Na+], predict the reaction product. (5) Given the reactants [CH3:1][C:2]([C:4]1[CH:9]=[CH:8][C:7]([O:10][CH3:11])=[CH:6][C:5]=1[F:12])=[O:3].[CH3:13][Mg+].[Br-], predict the reaction product. The product is: [F:12][C:5]1[CH:6]=[C:7]([O:10][CH3:11])[CH:8]=[CH:9][C:4]=1[C:2]([OH:3])([CH3:13])[CH3:1]. (6) Given the reactants [Br:1][C:2]1[C:10]([O:11][C:12]([F:15])([F:14])[F:13])=[CH:9][C:5]([C:6]([OH:8])=[O:7])=[C:4]([N+:16]([O-:18])=[O:17])[CH:3]=1.N[C:20]1C=C(Cl)C(C(F)(F)F)=C[C:21]=1C(OCC)=O, predict the reaction product. The product is: [Br:1][C:2]1[C:10]([O:11][C:12]([F:14])([F:15])[F:13])=[CH:9][C:5]([C:6]([O:8][CH2:20][CH3:21])=[O:7])=[C:4]([N+:16]([O-:18])=[O:17])[CH:3]=1. (7) Given the reactants [NH2:1][C@@H:2]1[CH2:7][CH2:6][CH2:5][C@@:4]([C:9]#[C:10][C:11]2[CH:16]=[CH:15][CH:14]=[C:13]([Cl:17])[CH:12]=2)([OH:8])[CH2:3]1.[O:18]1[CH:22]=[CH:21][C:20]([C:23](O)=[O:24])=[CH:19]1.C(Cl)CCl.CCN(CC)CC, predict the reaction product. The product is: [Cl:17][C:13]1[CH:12]=[C:11]([C:10]#[C:9][C@@:4]2([OH:8])[CH2:5][CH2:6][CH2:7][C@@H:2]([NH:1][C:23]([C:20]3[CH:21]=[CH:22][O:18][CH:19]=3)=[O:24])[CH2:3]2)[CH:16]=[CH:15][CH:14]=1.